Dataset: Forward reaction prediction with 1.9M reactions from USPTO patents (1976-2016). Task: Predict the product of the given reaction. (1) The product is: [CH3:1][O:2][C:3](=[O:11])[C:4]1[CH:9]=[CH:8][N:7]=[C:6]([C:17]2[CH:16]=[C:15]3[C:20](=[CH:19][CH:18]=2)[NH:12][CH:13]=[CH:14]3)[CH:5]=1. Given the reactants [CH3:1][O:2][C:3](=[O:11])[C:4]1[CH:9]=[CH:8][N:7]=[C:6](Cl)[CH:5]=1.[NH:12]1[C:20]2[C:15](=[CH:16][C:17](B(O)O)=[CH:18][CH:19]=2)[CH:14]=[CH:13]1.C(=O)([O-])[O-].[Na+].[Na+].C(OCC)(=O)C, predict the reaction product. (2) Given the reactants C(OC(=O)[N:7]([C:13]1[CH:18]=[C:17]([N:19]2[CH2:24][CH2:23][C:22]([F:26])([F:25])[CH2:21][CH2:20]2)[CH:16]=[C:15]([CH2:27][S:28][C:29]2[N:33]=[C:32]([CH3:34])[NH:31][N:30]=2)[N:14]=1)[CH2:8][C:9]([F:12])([F:11])[F:10])(C)(C)C.N1[CH:41]=[CH:40][CH:39]=CC=1.C1([Bi])CC1.FC(F)(F)C(O)=O, predict the reaction product. The product is: [CH:39]1([N:31]2[C:32]([CH3:34])=[N:33][C:29]([S:28][CH2:27][C:15]3[N:14]=[C:13]([NH:7][CH2:8][C:9]([F:12])([F:11])[F:10])[CH:18]=[C:17]([N:19]4[CH2:20][CH2:21][C:22]([F:26])([F:25])[CH2:23][CH2:24]4)[CH:16]=3)=[N:30]2)[CH2:40][CH2:41]1.